Dataset: Catalyst prediction with 721,799 reactions and 888 catalyst types from USPTO. Task: Predict which catalyst facilitates the given reaction. Reactant: [Br:1][C:2]1[CH:7]=[CH:6][CH:5]=[C:4]([N:8]=[C:9]=[O:10])[CH:3]=1.CO[CH:13](OC)[CH2:14][NH2:15]. Product: [Br:1][C:2]1[CH:3]=[C:4]([N:8]2[CH:13]=[CH:14][NH:15][C:9]2=[O:10])[CH:5]=[CH:6][CH:7]=1. The catalyst class is: 2.